Dataset: Full USPTO retrosynthesis dataset with 1.9M reactions from patents (1976-2016). Task: Predict the reactants needed to synthesize the given product. (1) Given the product [NH2:6][C:5]1[C:12]([Cl:14])=[CH:13][C:2]([Cl:1])=[CH:3][C:4]=1[C:9]([N:32]=[S:31]([CH:33]([CH3:35])[CH3:34])[CH:28]([CH3:30])[CH3:29])=[O:10], predict the reactants needed to synthesize it. The reactants are: [Cl:1][C:2]1[CH:13]=[C:12]([Cl:14])[C:5]2[NH:6]C(=O)O[C:9](=[O:10])[C:4]=2[CH:3]=1.CC1C=C(C)C=C(C)C=1S([O-])(=O)=O.[CH:28]([S+:31]([CH:33]([CH3:35])[CH3:34])[NH2:32])([CH3:30])[CH3:29].C([O-])(C)(C)C.[K+].O. (2) Given the product [I:15][C:11]1[C:10]2[C:5](=[CH:6][CH:7]=[CH:8][CH:9]=2)[CH:4]=[C:3]([C:12]([OH:14])=[O:13])[C:2]=1[OH:1], predict the reactants needed to synthesize it. The reactants are: [OH:1][C:2]1[C:3]([C:12]([OH:14])=[O:13])=[CH:4][C:5]2[C:10]([CH:11]=1)=[CH:9][CH:8]=[CH:7][CH:6]=2.[I:15]Cl. (3) Given the product [CH2:1]([N:3]([CH2:19][CH3:20])[CH2:4][CH2:5][N:6]1[CH2:11][CH2:10][C:9]2[NH:12][C:13]([CH:16]=[C:25]3[C:24]4[C:28](=[CH:29][C:30]([NH:31][CH:32]=[O:33])=[C:22]([F:21])[CH:23]=4)[NH:27][C:26]3=[O:34])=[C:14]([CH3:15])[C:8]=2[C:7]1=[O:18])[CH3:2], predict the reactants needed to synthesize it. The reactants are: [CH2:1]([N:3]([CH2:19][CH3:20])[CH2:4][CH2:5][N:6]1[CH2:11][CH2:10][C:9]2[NH:12][C:13]([CH:16]=O)=[C:14]([CH3:15])[C:8]=2[C:7]1=[O:18])[CH3:2].[F:21][C:22]1[CH:23]=[C:24]2[C:28](=[CH:29][C:30]=1[NH:31][CH:32]=[O:33])[NH:27][C:26](=[O:34])[CH2:25]2. (4) Given the product [S:27]([C:15]1[CH:14]=[CH:13][C:12]2[C:11]3[C:6](=[CH:7][CH:8]=[CH:9][CH:10]=3)[CH:5]([CH2:4][O:3][C:1]([O:18][N:19]3[C:20](=[O:21])[CH2:22][CH2:23][C:24]3=[O:25])=[O:2])[C:17]=2[CH:16]=1)([OH:30])(=[O:29])=[O:28], predict the reactants needed to synthesize it. The reactants are: [C:1]([O:18][N:19]1[C:24](=[O:25])[CH2:23][CH2:22][C:20]1=[O:21])([O:3][CH2:4][CH:5]1[C:17]2[C:12](=[CH:13][CH:14]=[CH:15][CH:16]=2)[C:11]2[C:6]1=[CH:7][CH:8]=[CH:9][CH:10]=2)=[O:2].Cl[S:27]([OH:30])(=[O:29])=[O:28].C1CCCCC1.